Dataset: Full USPTO retrosynthesis dataset with 1.9M reactions from patents (1976-2016). Task: Predict the reactants needed to synthesize the given product. (1) Given the product [NH2:1][C@@H:2]([CH2:29][CH:30]1[CH2:35][CH2:34][CH2:33][CH2:32][CH2:31]1)[CH2:3][NH:4][C:5]1[N:6]([CH3:28])[C:7](=[O:27])[C:8]([N:17]2[CH2:25][C:24]3[C:19](=[CH:20][CH:21]=[CH:22][CH:23]=3)[C:18]2=[O:26])=[C:9]([C:11]2[CH:16]=[CH:15][N:14]=[CH:13][CH:12]=2)[N:10]=1, predict the reactants needed to synthesize it. The reactants are: [NH2:1][C@@H:2]([CH2:29][C:30]1[CH:35]=[CH:34][CH:33]=[CH:32][CH:31]=1)[CH2:3][NH:4][C:5]1[N:6]([CH3:28])[C:7](=[O:27])[C:8]([N:17]2[CH2:25][C:24]3[C:19](=[CH:20][CH:21]=[CH:22][CH:23]=3)[C:18]2=[O:26])=[C:9]([C:11]2[CH:16]=[CH:15][N:14]=[CH:13][CH:12]=2)[N:10]=1.[2H]C([2H])([2H])C#N.[2H]O[2H]. (2) Given the product [Cl:1][C:2]1[N:7]=[CH:6][C:5]([C:8](=[O:10])/[CH:9]=[CH:13]/[N:14]([CH3:16])[CH3:15])=[CH:4][CH:3]=1, predict the reactants needed to synthesize it. The reactants are: [Cl:1][C:2]1[N:7]=[CH:6][C:5]([C:8](=[O:10])[CH3:9])=[CH:4][CH:3]=1.CO[CH:13](OC)[N:14]([CH3:16])[CH3:15]. (3) The reactants are: [CH3:1][C:2]1[C:3]2[CH:14]=[CH:13][CH:12]=[CH:11][C:4]=2[S:5][C:6]=1[C:7](OC)=[O:8].[H-].[Al+3].[Li+].[H-].[H-].[H-].O.O.O.O.O.O.O.O.O.O.S([O-])([O-])(=O)=O.[Na+].[Na+]. Given the product [CH3:1][C:2]1[C:3]2[CH:14]=[CH:13][CH:12]=[CH:11][C:4]=2[S:5][C:6]=1[CH2:7][OH:8], predict the reactants needed to synthesize it. (4) Given the product [Cl:1][C:2]1[CH:7]=[CH:6][CH:5]=[CH:4][C:3]=1[C:8]1[CH:9]=[C:10]([C:11]([F:14])([F:13])[F:12])[N:29]2[CH:30]=[N:31][C:32]([C:33]#[N:34])=[C:28]2[N:27]=1, predict the reactants needed to synthesize it. The reactants are: [Cl:1][C:2]1[CH:7]=[CH:6][CH:5]=[CH:4][C:3]=1[C:8](=O)[CH2:9][C:10](=O)[C:11]([F:14])([F:13])[F:12].ClCC(C1C=CC=CC=1)=O.[NH2:27][C:28]1[N:29]=[CH:30][NH:31][C:32]=1[C:33]#[N:34]. (5) The reactants are: [N:1]1[CH:6]=[CH:5][CH:4]=[C:3]([NH:7][C:8](=[O:10])[O-])[N:2]=1.[F:11][C:12]1[C:17]([F:18])=[CH:16][CH:15]=[CH:14][C:13]=1[C:19]1[N:24]=[C:23]([N:25]2[CH2:30][CH2:29][NH:28][CH2:27][CH2:26]2)[CH:22]=[CH:21][CH:20]=1. Given the product [F:11][C:12]1[C:17]([F:18])=[CH:16][CH:15]=[CH:14][C:13]=1[C:19]1[N:24]=[C:23]([N:25]2[CH2:26][CH2:27][N:28]([C:8]([NH:7][C:3]3[N:2]=[N:1][CH:6]=[CH:5][CH:4]=3)=[O:10])[CH2:29][CH2:30]2)[CH:22]=[CH:21][CH:20]=1, predict the reactants needed to synthesize it.